This data is from Full USPTO retrosynthesis dataset with 1.9M reactions from patents (1976-2016). The task is: Predict the reactants needed to synthesize the given product. (1) Given the product [CH3:1][C:2]1[O:6][C:5]([C:7]2[CH:12]=[CH:11][CH:10]=[CH:9][CH:8]=2)=[N:4][C:3]=1[CH2:13][O:14][C:15]1[CH:20]=[C:19]([CH2:21][OH:22])[CH:18]=[CH:17][N:16]=1, predict the reactants needed to synthesize it. The reactants are: [CH3:1][C:2]1[O:6][C:5]([C:7]2[CH:12]=[CH:11][CH:10]=[CH:9][CH:8]=2)=[N:4][C:3]=1[CH2:13][O:14][C:15]1[CH:20]=[C:19]([C:21](OC)=[O:22])[CH:18]=[CH:17][N:16]=1.[H-].[Al+3].[Li+].[H-].[H-].[H-].O.O.O.O.O.O.O.O.O.O.[O-]S([O-])(=O)=O.[Na+].[Na+]. (2) Given the product [Br:11][C:5]1[C:6]2=[N:7][S:8][N:9]=[C:10]2[C:2]([C:19]2[CH:20]=[CH:21][C:16]([C:14]([O:13][CH3:12])=[O:15])=[CH:17][CH:18]=2)=[CH:3][CH:4]=1, predict the reactants needed to synthesize it. The reactants are: Br[C:2]1[C:10]2[C:6](=[N:7][S:8][N:9]=2)[C:5]([Br:11])=[CH:4][CH:3]=1.[CH3:12][O:13][C:14]([C:16]1[CH:21]=[CH:20][C:19](B(O)O)=[CH:18][CH:17]=1)=[O:15].C([O-])([O-])=O.[Na+].[Na+].C1(C)C=CC=CC=1. (3) Given the product [CH:33]1([NH:32][C:28]2[N:27]=[CH:26][N:25]=[C:24]3[C:29]=2[N:30]=[CH:31][N:23]3[CH:13]2[O:12][C@H:11]([CH2:10][OH:9])[C:15]([CH3:16])([OH:17])[C@:14]2([F:22])[CH3:21])[CH2:34][CH2:35][CH2:36][CH2:37][CH2:38]1, predict the reactants needed to synthesize it. The reactants are: C([O:9][CH2:10][C@@H:11]1[C:15]([O:17]C(=O)C)([CH3:16])[C@:14]([F:22])([CH3:21])[CH:13]([N:23]2[CH:31]=[N:30][C:29]3[C:24]2=[N:25][CH:26]=[N:27][C:28]=3[NH:32][CH:33]2[CH2:38][CH2:37][CH2:36][CH2:35][CH2:34]2)[O:12]1)(=O)C1C=CC=CC=1.CO. (4) Given the product [CH2:1]([C:8]1[CH:9]=[C:10]([NH:19][CH2:20][C:21]([OH:22])=[O:33])[C:11]([C:14]([O:16][CH2:17][CH3:18])=[O:15])=[N:12][CH:13]=1)[C:2]1[CH:3]=[CH:4][CH:5]=[CH:6][CH:7]=1, predict the reactants needed to synthesize it. The reactants are: [CH2:1]([C:8]1[CH:9]=[C:10]([NH:19][CH2:20][C:21](N2CCOCC2)=[O:22])[C:11]([C:14]([O:16][CH2:17][CH3:18])=[O:15])=[N:12][CH:13]=1)[C:2]1[CH:7]=[CH:6][CH:5]=[CH:4][CH:3]=1.ClC(=O)CC(OCC)=[O:33].